From a dataset of Full USPTO retrosynthesis dataset with 1.9M reactions from patents (1976-2016). Predict the reactants needed to synthesize the given product. (1) Given the product [Cl:1][C:2]1[CH:7]=[CH:6][C:5]([S:8]([CH:11]([C:12]2[CH:17]=[C:16]([F:18])[CH:15]=[CH:14][C:13]=2[F:19])[CH2:25][CH2:24][CH2:23][CH2:22][S:21][CH3:20])(=[O:10])=[O:9])=[CH:4][CH:3]=1, predict the reactants needed to synthesize it. The reactants are: [Cl:1][C:2]1[CH:7]=[CH:6][C:5]([S:8]([CH2:11][C:12]2[CH:17]=[C:16]([F:18])[CH:15]=[CH:14][C:13]=2[F:19])(=[O:10])=[O:9])=[CH:4][CH:3]=1.[CH3:20][S:21][CH2:22][CH2:23][CH2:24][CH2:25]O.C(C=P(CCCC)(CCCC)CCCC)#N.CCCCCC. (2) Given the product [Cl:1][C:2]1[CH:7]=[C:6]([Cl:8])[N:5]=[C:4]([S:23]([CH3:12])(=[O:26])=[O:22])[N:3]=1, predict the reactants needed to synthesize it. The reactants are: [Cl:1][C:2]1[CH:7]=[C:6]([Cl:8])[N:5]=[C:4](SC)[N:3]=1.Cl[C:12]1C=CC=C(C(OO)=O)C=1.[O-:22][S:23]([O-:26])(=S)=O.[Na+].[Na+].C([O-])(O)=O.[Na+].C(=O)(O)[O-].[Na+]. (3) The reactants are: [OH:1][CH2:2][C:3]([CH3:9])([CH3:8])[C:4]([O:6][CH3:7])=[O:5].O[C:11]1[CH:21]=[CH:20][CH:19]=[C:13]2[C:14]([NH:16][C:17](=[O:18])[C:12]=12)=[O:15].C1(P(C2C=CC=CC=2)C2C=CC=CC=2)C=CC=CC=1.N(C(OC(C)C)=O)=NC(OC(C)C)=O. Given the product [CH3:7][O:6][C:4](=[O:5])[C:3]([CH3:9])([CH3:8])[CH2:2][O:1][N:16]1[C:17](=[O:18])[C:12]2[C:13](=[CH:19][CH:20]=[CH:21][CH:11]=2)[C:14]1=[O:15], predict the reactants needed to synthesize it. (4) Given the product [C:11]([O:10][C:8]([N:15]1[CH2:18][CH:17]([N:4]2[CH2:5][CH2:6][NH:7][C:2](=[O:1])[CH2:3]2)[CH2:16]1)=[O:9])([CH3:14])([CH3:12])[CH3:13], predict the reactants needed to synthesize it. The reactants are: [O:1]=[C:2]1[NH:7][CH2:6][CH2:5][NH:4][CH2:3]1.[C:8]([N:15]1[CH2:18][C:17](=O)[CH2:16]1)([O:10][C:11]([CH3:14])([CH3:13])[CH3:12])=[O:9].[BH-](OC(C)=O)(OC(C)=O)OC(C)=O.[Na+].